Dataset: Full USPTO retrosynthesis dataset with 1.9M reactions from patents (1976-2016). Task: Predict the reactants needed to synthesize the given product. (1) Given the product [CH3:24][O:23][CH2:22][N:14]1[C:13]2[CH:25]=[C:9]([CH:8]([O:26][Si:27]([C:30]([CH3:33])([CH3:32])[CH3:31])([CH3:29])[CH3:28])[C:6]3[N:7]=[C:2](/[CH:36]=[CH:35]/[C:34]([O:38][CH2:39][CH3:40])=[O:37])[CH:3]=[CH:4][CH:5]=3)[CH:10]=[CH:11][C:12]=2[S:17][C:16]2[N:18]=[CH:19][CH:20]=[N:21][C:15]1=2, predict the reactants needed to synthesize it. The reactants are: Br[C:2]1[N:7]=[C:6]([CH:8]([O:26][Si:27]([C:30]([CH3:33])([CH3:32])[CH3:31])([CH3:29])[CH3:28])[C:9]2[CH:10]=[CH:11][C:12]3[S:17][C:16]4[N:18]=[CH:19][CH:20]=[N:21][C:15]=4[N:14]([CH2:22][O:23][CH3:24])[C:13]=3[CH:25]=2)[CH:5]=[CH:4][CH:3]=1.[C:34]([O:38][CH2:39][CH3:40])(=[O:37])[CH:35]=[CH2:36].C(N(CC)CC)C.C1(P(C2C=CC=CC=2)C2C=CC=CC=2)C=CC=CC=1. (2) Given the product [Cl:36][C:22]1[C:23]([NH:25][C:26]2[CH:35]=[CH:34][CH:33]=[CH:32][C:27]=2[C:28]([NH:30][CH3:31])=[O:29])=[N:24][C:19]([NH:17][C:11]2[CH:12]=[C:13]3[C:8](=[CH:9][CH:10]=2)[CH:7]2[CH2:16][CH:14]3[CH2:15][N:5]([S:2]([CH3:1])(=[O:4])=[O:3])[CH2:6]2)=[N:20][CH:21]=1, predict the reactants needed to synthesize it. The reactants are: [CH3:1][S:2]([N:5]1[CH2:15][CH:14]2[CH2:16][CH:7]([C:8]3[CH:9]=[CH:10][C:11]([NH2:17])=[CH:12][C:13]=32)[CH2:6]1)(=[O:4])=[O:3].Cl[C:19]1[N:24]=[C:23]([NH:25][C:26]2[CH:35]=[CH:34][CH:33]=[CH:32][C:27]=2[C:28]([NH:30][CH3:31])=[O:29])[C:22]([Cl:36])=[CH:21][N:20]=1.C(O)(C)C.C(=O)(O)[O-].[Na+]. (3) Given the product [F:1][C:2]1[CH:7]=[C:6]([I:8])[CH:5]=[CH:4][C:3]=1[NH:9][C:10]1[CH:11]=[N:12][CH:13]=[CH:14][C:15]=1[C:16]1[O:20][C:19]([NH:21][CH2:22][C:23]([N:27]([CH3:28])[CH3:26])=[O:24])=[N:18][N:17]=1, predict the reactants needed to synthesize it. The reactants are: [F:1][C:2]1[CH:7]=[C:6]([I:8])[CH:5]=[CH:4][C:3]=1[NH:9][C:10]1[CH:11]=[N:12][CH:13]=[CH:14][C:15]=1[C:16]1[O:20][C:19]([NH:21][CH2:22][C:23](O)=[O:24])=[N:18][N:17]=1.[CH3:26][N:27](C=O)[CH3:28].C1N=CN(C(N2C=NC=C2)=O)C=1.CNC. (4) Given the product [F:33][C:27]1[CH:28]=[CH:29][CH:30]=[C:31]([F:32])[C:26]=1[S:23]([NH:22][C:20]1[CH:21]=[C:16]([C:9]2[N:10]=[C:11]([CH:13]([CH3:15])[CH3:14])[S:12][C:8]=2[C:6]2[CH:5]=[CH:4][N:3]=[C:2]([NH:44][CH2:43][CH2:42][CH2:41][N:35]3[CH2:40][CH2:39][O:38][CH2:37][CH2:36]3)[N:7]=2)[CH:17]=[CH:18][C:19]=1[F:34])(=[O:25])=[O:24], predict the reactants needed to synthesize it. The reactants are: Cl[C:2]1[N:7]=[C:6]([C:8]2[S:12][C:11]([CH:13]([CH3:15])[CH3:14])=[N:10][C:9]=2[C:16]2[CH:17]=[CH:18][C:19]([F:34])=[C:20]([NH:22][S:23]([C:26]3[C:31]([F:32])=[CH:30][CH:29]=[CH:28][C:27]=3[F:33])(=[O:25])=[O:24])[CH:21]=2)[CH:5]=[CH:4][N:3]=1.[N:35]1([CH2:41][CH2:42][CH2:43][NH2:44])[CH2:40][CH2:39][O:38][CH2:37][CH2:36]1. (5) Given the product [CH2:1]([O:8][C:9]1[CH:14]=[CH:13][C:12]([C:15]([CH2:22][CH3:23])([CH2:20][CH3:21])[C:16]([OH:18])=[O:17])=[CH:11][C:10]=1[CH3:24])[C:2]1[CH:3]=[CH:4][CH:5]=[CH:6][CH:7]=1, predict the reactants needed to synthesize it. The reactants are: [CH2:1]([O:8][C:9]1[CH:14]=[CH:13][C:12]([C:15]([CH2:22][CH3:23])([CH2:20][CH3:21])[C:16]([O:18]C)=[O:17])=[CH:11][C:10]=1[CH3:24])[C:2]1[CH:7]=[CH:6][CH:5]=[CH:4][CH:3]=1.[OH-].[Na+].Cl. (6) The reactants are: [CH3:1][C:2]1[N:7]=[CH:6][C:5]([N:8]([C:16]([O:18][C:19]([CH3:22])([CH3:21])[CH3:20])=[O:17])[C:9]([O:11][C:12]([CH3:15])([CH3:14])[CH3:13])=[O:10])=[CH:4][CH:3]=1.C1C(=O)N([Br:30])C(=O)C1.CC(N=NC(C#N)(C)C)(C#N)C. Given the product [Br:30][CH2:1][C:2]1[N:7]=[CH:6][C:5]([N:8]([C:16]([O:18][C:19]([CH3:22])([CH3:21])[CH3:20])=[O:17])[C:9]([O:11][C:12]([CH3:15])([CH3:13])[CH3:14])=[O:10])=[CH:4][CH:3]=1, predict the reactants needed to synthesize it. (7) Given the product [C:29]([C:18]1[C:13]2[O:12][CH2:11][C@H:10]([C:7]3[CH:6]=[CH:5][C:4]([CH:1]([CH3:2])[CH3:3])=[CH:9][CH:8]=3)[C:14]=2[C:15]([CH3:28])=[C:16]([NH:20][C:21](=[O:27])[CH2:22][C:23]([CH3:26])([CH3:25])[CH3:24])[C:17]=1[CH3:19])(=[O:36])[C:30]1[CH:35]=[CH:34][CH:33]=[CH:32][CH:31]=1, predict the reactants needed to synthesize it. The reactants are: [CH:1]([C:4]1[CH:9]=[CH:8][C:7]([C@@H:10]2[C:14]3[C:15]([CH3:28])=[C:16]([NH:20][C:21](=[O:27])[CH2:22][C:23]([CH3:26])([CH3:25])[CH3:24])[C:17]([CH3:19])=[CH:18][C:13]=3[O:12][CH2:11]2)=[CH:6][CH:5]=1)([CH3:3])[CH3:2].[C:29](Cl)(=[O:36])[C:30]1[CH:35]=[CH:34][CH:33]=[CH:32][CH:31]=1. (8) Given the product [CH3:1][CH:2]([CH3:26])[CH2:3][N:4]1[C:16]2[C:15]3[CH:14]=[CH:13][C:12]([CH2:17][CH2:18][C:19]4[CH:24]=[CH:23][CH:22]=[CH:21][CH:20]=4)=[CH:11][C:10]=3[N:9]=[C:8]([NH2:25])[C:7]=2[N:6]=[CH:5]1, predict the reactants needed to synthesize it. The reactants are: [CH3:1][CH:2]([CH3:26])[CH2:3][N:4]1[C:16]2[C:15]3[CH:14]=[CH:13][C:12]([CH:17]=[CH:18][C:19]4[CH:24]=[CH:23][CH:22]=[CH:21][CH:20]=4)=[CH:11][C:10]=3[N:9]=[C:8]([NH2:25])[C:7]=2[N:6]=[CH:5]1.